From a dataset of Full USPTO retrosynthesis dataset with 1.9M reactions from patents (1976-2016). Predict the reactants needed to synthesize the given product. (1) The reactants are: Br[C:2]1[CH:3]=[CH:4][C:5]([CH:8]=[O:9])=[N:6][CH:7]=1.[Si:10]([C:14]#[CH:15])([CH3:13])([CH3:12])[CH3:11].C(N(CC)CC)C.C(OCC)(=O)C. Given the product [CH3:11][Si:10]([C:14]#[C:15][C:2]1[CH:3]=[CH:4][C:5]([CH:8]=[O:9])=[N:6][CH:7]=1)([CH3:13])[CH3:12], predict the reactants needed to synthesize it. (2) Given the product [F:3][C:4]1[CH:9]=[CH:8][C:7]([CH:10]([CH:35]2[CH2:36][CH2:37][NH:38][CH2:39][CH2:40]2)[CH2:11][N:13]2[CH2:18][CH2:17][N:16]([CH2:19][CH2:20][CH2:21][CH2:22][C:23]3[C:32]4[C:27](=[CH:28][CH:29]=[CH:30][CH:31]=4)[CH:26]=[CH:25][C:24]=3[O:33][CH3:34])[CH2:15][CH2:14]2)=[CH:6][CH:5]=1, predict the reactants needed to synthesize it. The reactants are: Cl.Cl.[F:3][C:4]1[CH:9]=[CH:8][C:7]([CH:10]([CH:35]2[CH2:40][CH2:39][NH:38][CH2:37][CH2:36]2)[C:11]([N:13]2[CH2:18][CH2:17][N:16]([CH2:19][CH2:20][CH2:21][CH2:22][C:23]3[C:32]4[C:27](=[CH:28][CH:29]=[CH:30][CH:31]=4)[CH:26]=[CH:25][C:24]=3[O:33][CH3:34])[CH2:15][CH2:14]2)=O)=[CH:6][CH:5]=1. (3) Given the product [CH3:9][N:10]([CH3:15])[S:11]([N:20]1[CH:21]=[C:17]([Br:16])[C:18]([CH3:22])=[N:19]1)(=[O:13])=[O:12], predict the reactants needed to synthesize it. The reactants are: N12CCN(CC1)CC2.[CH3:9][N:10]([CH3:15])[S:11](Cl)(=[O:13])=[O:12].[Br:16][C:17]1[C:18]([CH3:22])=[N:19][NH:20][CH:21]=1. (4) Given the product [C:39]([O:38][C:36]([NH:35][C@@H:24]1[CH2:23][C@H:22]([C:21]2[CH:20]=[CH:19][N:18]=[CH:17][C:16]=2[NH:15][C:57](=[O:58])[C:55]2[CH:54]=[CH:53][C:52]([F:60])=[C:51]([C:45]3[C:44]([F:43])=[CH:49][CH:48]=[CH:47][C:46]=3[F:50])[N:56]=2)[CH2:27][C@H:26]([CH3:28])[C@@H:25]1[N:29]([CH3:34])[C:30](=[O:33])[O:31][CH3:32])=[O:37])([CH3:41])([CH3:40])[CH3:42].[C:39]([O:38][C:36]([NH:35][C@H:24]1[CH2:23][C@@H:22]([C:21]2[CH:20]=[CH:19][N:18]=[CH:17][C:16]=2[NH:15][C:57](=[O:59])[C:55]2[CH:54]=[CH:53][C:52]([F:60])=[C:51]([C:45]3[C:46]([F:50])=[CH:47][CH:48]=[CH:49][C:44]=3[F:43])[N:56]=2)[CH2:27][C@@H:26]([CH3:28])[C@H:25]1[N:29]([CH3:34])[C:30](=[O:33])[O:31][CH3:32])=[O:37])([CH3:42])([CH3:41])[CH3:40], predict the reactants needed to synthesize it. The reactants are: C(Cl)CCl.C1C=NC2N(O)N=NC=2C=1.[NH2:15][C:16]1[CH:17]=[N:18][CH:19]=[CH:20][C:21]=1[C@@H:22]1[CH2:27][C@H:26]([CH3:28])[C@H:25]([N:29]([CH3:34])[C:30](=[O:33])[O:31][CH3:32])[C@H:24]([NH:35][C:36]([O:38][C:39]([CH3:42])([CH3:41])[CH3:40])=[O:37])[CH2:23]1.[F:43][C:44]1[CH:49]=[CH:48][CH:47]=[C:46]([F:50])[C:45]=1[C:51]1[N:56]=[C:55]([C:57]([OH:59])=[O:58])[CH:54]=[CH:53][C:52]=1[F:60]. (5) Given the product [NH2:16][C:17]1[CH:25]=[C:24]([CH2:26][N:27]2[CH2:28][CH2:29][N:30]([CH3:33])[CH2:31][CH2:32]2)[C:23]([C:34]#[N:35])=[CH:22][C:18]=1[C:19]([NH:9][CH2:8][C:7]1[CH:10]=[C:3]([Cl:2])[CH:4]=[CH:5][C:6]=1[S:11]([CH2:14][CH3:15])(=[O:13])=[O:12])=[O:20], predict the reactants needed to synthesize it. The reactants are: Cl.[Cl:2][C:3]1[CH:4]=[CH:5][C:6]([S:11]([CH2:14][CH3:15])(=[O:13])=[O:12])=[C:7]([CH:10]=1)[CH2:8][NH2:9].[NH2:16][C:17]1[CH:25]=[C:24]([CH2:26][N:27]2[CH2:32][CH2:31][N:30]([CH3:33])[CH2:29][CH2:28]2)[C:23]([C:34]#[N:35])=[CH:22][C:18]=1[C:19](O)=[O:20]. (6) Given the product [NH2:1][C:2]1[C:3]2[CH2:12][CH2:11][CH2:10][CH2:9][C:4]=2[Se:5][C:6]=1[C:7]([NH2:8])=[O:13], predict the reactants needed to synthesize it. The reactants are: [NH2:1][C:2]1[C:3]2[CH2:12][CH2:11][CH2:10][CH2:9][C:4]=2[Se:5][C:6]=1[C:7]#[N:8].[OH-:13].[Na+].O. (7) Given the product [NH2:43][C@H:40]1[CH2:41][CH2:42][C@H:37]([NH:44][C:2]2[CH:3]=[C:4]([N:21]([CH2:28][C:29]3[CH:34]=[CH:33][C:32]([O:35][CH3:36])=[CH:31][CH:30]=3)[C:22]3[CH:27]=[CH:26][CH:25]=[CH:24][N:23]=3)[C:5]3[N:6]([C:8]([C:11]([NH:13][C:14]4[CH:19]=[CH:18][N:17]=[C:16]([F:20])[CH:15]=4)=[O:12])=[CH:9][N:10]=3)[N:7]=2)[CH2:38][CH2:39]1, predict the reactants needed to synthesize it. The reactants are: Cl[C:2]1[CH:3]=[C:4]([N:21]([CH2:28][C:29]2[CH:34]=[CH:33][C:32]([O:35][CH3:36])=[CH:31][CH:30]=2)[C:22]2[CH:27]=[CH:26][CH:25]=[CH:24][N:23]=2)[C:5]2[N:6]([C:8]([C:11]([NH:13][C:14]3[CH:19]=[CH:18][N:17]=[C:16]([F:20])[CH:15]=3)=[O:12])=[CH:9][N:10]=2)[N:7]=1.[C@H:37]1([NH2:44])[CH2:42][CH2:41][C@H:40]([NH2:43])[CH2:39][CH2:38]1.